From a dataset of CYP2D6 inhibition data for predicting drug metabolism from PubChem BioAssay. Regression/Classification. Given a drug SMILES string, predict its absorption, distribution, metabolism, or excretion properties. Task type varies by dataset: regression for continuous measurements (e.g., permeability, clearance, half-life) or binary classification for categorical outcomes (e.g., BBB penetration, CYP inhibition). Dataset: cyp2d6_veith. The molecule is CC(C)CCC1(CN2CCCC2=O)C(=O)NC(=O)NC1=O. The result is 0 (non-inhibitor).